This data is from Retrosynthesis with 50K atom-mapped reactions and 10 reaction types from USPTO. The task is: Predict the reactants needed to synthesize the given product. (1) Given the product O=[N+]([O-])c1cc(CO)ccc1F, predict the reactants needed to synthesize it. The reactants are: O=C(O)c1ccc(F)c([N+](=O)[O-])c1. (2) Given the product COC(=O)C=Cc1ccc(CBr)cc1, predict the reactants needed to synthesize it. The reactants are: COC(=O)C=Cc1ccc(C)cc1.O=C1CCC(=O)N1Br. (3) Given the product CC(C)(C)[Si](C)(C)OC(COC1CCC(O)CC1F)c1ccccc1, predict the reactants needed to synthesize it. The reactants are: CC(C)(C)[Si](C)(C)OC(COC1CCC(OCc2ccccc2)CC1F)c1ccccc1. (4) Given the product CCn1cc(-c2cc(Oc3ccc(N)c(F)c3)ccn2)cn1, predict the reactants needed to synthesize it. The reactants are: CCn1cc(B2OC(C)(C)C(C)(C)O2)cn1.Nc1ccc(Oc2ccnc(Cl)c2)cc1F.